This data is from Reaction yield outcomes from USPTO patents with 853,638 reactions. The task is: Predict the reaction yield, written as a fraction of the theoretical maximum amount of product (1.0 means a 100% yield; for example, 0.34 means a 34% yield). (1) The reactants are Br[CH2:2][C:3]([C:5]1[C:10]([CH3:11])=[CH:9][C:8]([O:12][C:13]2[CH:18]=[CH:17][CH:16]=[CH:15][CH:14]=2)=[CH:7][C:6]=1[CH3:19])=O.[NH2:20][C:21]([NH2:23])=[S:22]. The catalyst is CCO. The product is [CH3:19][C:6]1[CH:7]=[C:8]([O:12][C:13]2[CH:18]=[CH:17][CH:16]=[CH:15][CH:14]=2)[CH:9]=[C:10]([CH3:11])[C:5]=1[C:3]1[N:20]=[C:21]([NH2:23])[S:22][CH:2]=1. The yield is 0.590. (2) The reactants are C([O:3][C:4](=[O:38])[CH2:5][O:6][C:7]1[CH:12]=[C:11]([CH:13]2[CH2:18][CH2:17][CH2:16][N:15]([C:19]([C:21]3[S:25][C:24]([C:26]4[CH:31]=[CH:30][C:29]([C:32]([F:35])([F:34])[F:33])=[CH:28][CH:27]=4)=[N:23][C:22]=3[CH3:36])=[O:20])[CH2:14]2)[CH:10]=[CH:9][C:8]=1[CH3:37])C.C(=O)([O-])[O-].[K+].[K+].CO. The catalyst is O. The product is [CH3:37][C:8]1[CH:9]=[CH:10][C:11]([C@@H:13]2[CH2:18][CH2:17][CH2:16][N:15]([C:19]([C:21]3[S:25][C:24]([C:26]4[CH:27]=[CH:28][C:29]([C:32]([F:35])([F:33])[F:34])=[CH:30][CH:31]=4)=[N:23][C:22]=3[CH3:36])=[O:20])[CH2:14]2)=[CH:12][C:7]=1[O:6][CH2:5][C:4]([OH:38])=[O:3]. The yield is 0.940. (3) The reactants are [CH:1](=[N:8][C:9]1[CH:17]=[CH:16][CH:15]=[C:14]2[C:10]=1[CH2:11][O:12][C:13]2=[O:18])[C:2]1[CH:7]=[CH:6][CH:5]=[CH:4][CH:3]=1.[CH:19](=O)[CH:20]([CH3:22])[CH3:21].[CH3:24][O-:25].[Na+]. The catalyst is C(OCC)(=O)CC. The product is [CH:20]([CH:22]1[C:24](=[O:25])[C:10]2[C:14]([C:13]([O:12][CH3:11])=[O:18])=[CH:15][CH:16]=[CH:17][C:9]=2[NH:8][CH:1]1[C:2]1[CH:7]=[CH:6][CH:5]=[CH:4][CH:3]=1)([CH3:21])[CH3:19]. The yield is 0.110.